Dataset: Reaction yield outcomes from USPTO patents with 853,638 reactions. Task: Predict the reaction yield, written as a fraction of the theoretical maximum amount of product (1.0 means a 100% yield; for example, 0.34 means a 34% yield). (1) The product is [Br:31][C:14]1[C:15]([N:17]2[CH2:22][CH2:21][CH2:20][C@@H:19]([NH:23][C:24](=[O:30])[O:25][C:26]([CH3:28])([CH3:27])[CH3:29])[CH2:18]2)=[C:16]2[C:8]([NH:7][C:1](=[O:5])[CH2:2][CH2:3][CH3:4])=[CH:9][NH:10][C:11]2=[N:12][CH:13]=1. The yield is 1.00. The catalyst is ClCCl.CN1C(=O)CCC1.C1COCC1.CC#N.O. The reactants are [C:1](Cl)(=[O:5])[CH2:2][CH2:3][CH3:4].[NH2:7][C:8]1[C:16]2[C:11](=[N:12][CH:13]=[C:14]([Br:31])[C:15]=2[N:17]2[CH2:22][CH2:21][CH2:20][C@@H:19]([NH:23][C:24](=[O:30])[O:25][C:26]([CH3:29])([CH3:28])[CH3:27])[CH2:18]2)[NH:10][CH:9]=1.C(N(CC)CC)C.[Li+].[OH-]. (2) The reactants are [NH:1]1[CH2:6][CH2:5][NH:4][CH2:3][CH2:2]1.C([O-])([O-])=O.[K+].[K+].[F:13][C:14]1[CH:19]=[CH:18][C:17]([CH:20]([C:27]2[CH:32]=[CH:31][C:30]([F:33])=[CH:29][CH:28]=2)[O:21][CH2:22][CH2:23][CH2:24][CH2:25]Cl)=[CH:16][CH:15]=1.C(OCC)(=O)C. The yield is 0.300. The product is [F:13][C:14]1[CH:19]=[CH:18][C:17]([CH:20]([C:27]2[CH:28]=[CH:29][C:30]([F:33])=[CH:31][CH:32]=2)[O:21][CH:22]([N:1]2[CH2:6][CH2:5][NH:4][CH2:3][CH2:2]2)[CH2:23][CH2:24][CH3:25])=[CH:16][CH:15]=1. The catalyst is CN(C=O)C.